From a dataset of Full USPTO retrosynthesis dataset with 1.9M reactions from patents (1976-2016). Predict the reactants needed to synthesize the given product. (1) Given the product [NH2:20][C:8]1[CH:7]=[C:6]([O:5][CH2:4][CH2:3][O:2][CH3:1])[C:11]([O:12][CH2:13][CH2:14][O:15][CH3:16])=[CH:10][C:9]=1[C:17](=[O:19])[CH3:18], predict the reactants needed to synthesize it. The reactants are: [CH3:1][O:2][CH2:3][CH2:4][O:5][C:6]1[C:11]([O:12][CH2:13][CH2:14][O:15][CH3:16])=[CH:10][C:9]([C:17](=[O:19])[CH3:18])=[C:8]([N+:20]([O-])=O)[CH:7]=1.CO.C1COCC1.[Cl-].[NH4+]. (2) Given the product [Cl:1][C:2]1[N:7]=[C:6]([NH:8][NH:9][C:10](=[O:29])[C@H:11]([CH2:23][CH:24]2[CH2:25][CH2:26][CH2:27][CH2:28]2)[CH2:12][N:13]([OH:16])[CH:14]=[O:15])[C:5]([F:30])=[C:4]([NH:31][CH2:32][C:33]2[S:34][CH:35]=[CH:36][N:37]=2)[N:3]=1, predict the reactants needed to synthesize it. The reactants are: [Cl:1][C:2]1[N:7]=[C:6]([NH:8][NH:9][C:10](=[O:29])[C@H:11]([CH2:23][CH:24]2[CH2:28][CH2:27][CH2:26][CH2:25]2)[CH2:12][N:13]([O:16]C2CCCCO2)[CH:14]=[O:15])[C:5]([F:30])=[C:4]([NH:31][CH2:32][C:33]2[S:34][CH:35]=[CH:36][N:37]=2)[N:3]=1. (3) Given the product [NH2:11][C:12]1([C:25](=[O:27])[NH2:26])[CH2:17][CH2:16][N:15]([C:18]([O:20][C:21]([CH3:22])([CH3:23])[CH3:24])=[O:19])[CH2:14][CH2:13]1, predict the reactants needed to synthesize it. The reactants are: C(OC([NH:11][C:12]1([C:25](=[O:27])[NH2:26])[CH2:17][CH2:16][N:15]([C:18]([O:20][C:21]([CH3:24])([CH3:23])[CH3:22])=[O:19])[CH2:14][CH2:13]1)=O)C1C=CC=CC=1.C(O)(=O)C. (4) The reactants are: C([O-])([O-])=O.[K+].[K+].CC(C)=O.[N+:11]([C:14]1[CH:19]=[CH:18][C:17](/[CH:20]=[C:21]2\[CH2:22][NH:23][CH2:24]/[C:25](=[CH:28]\[C:29]3[CH:34]=[CH:33][C:32]([N+:35]([O-:37])=[O:36])=[CH:31][CH:30]=3)/[C:26]\2=[O:27])=[CH:16][CH:15]=1)([O-:13])=[O:12].[C:38](Cl)(=[O:41])[CH:39]=[CH2:40]. Given the product [N+:11]([C:14]1[CH:15]=[CH:16][C:17](/[CH:20]=[C:21]2\[CH2:22][N:23]([C:38](=[O:41])[CH:39]=[CH2:40])[CH2:24]/[C:25](=[CH:28]\[C:29]3[CH:34]=[CH:33][C:32]([N+:35]([O-:37])=[O:36])=[CH:31][CH:30]=3)/[C:26]\2=[O:27])=[CH:18][CH:19]=1)([O-:13])=[O:12], predict the reactants needed to synthesize it. (5) Given the product [CH2:12]([O:11][P:9]([O:19][CH2:20][C@@H:21]([N:26]1[C:35]2[C:30](=[CH:31][C:32]([C:51]3[CH:52]=[N:53][C:48]([NH:47][C:46](=[O:66])[NH:45][CH2:43][CH3:44])=[CH:49][C:50]=3[C:57]3[S:58][CH:59]=[C:60]([C:62]([F:65])([F:63])[F:64])[N:61]=3)=[CH:33][N:34]=2)[C:29](=[O:37])[C:28]([C:38]([O:40][CH2:41][CH3:42])=[O:39])=[CH:27]1)[CH2:22][CH:23]([CH3:25])[CH3:24])([OH:8])=[O:10])[C:13]1[CH:14]=[CH:15][CH:16]=[CH:17][CH:18]=1, predict the reactants needed to synthesize it. The reactants are: C([O:8][P:9]([O:19][CH2:20][C@@H:21]([N:26]1[C:35]2[C:30](=[CH:31][C:32](Br)=[CH:33][N:34]=2)[C:29](=[O:37])[C:28]([C:38]([O:40][CH2:41][CH3:42])=[O:39])=[CH:27]1)[CH2:22][CH:23]([CH3:25])[CH3:24])([O:11][CH2:12][C:13]1[CH:18]=[CH:17][CH:16]=[CH:15][CH:14]=1)=[O:10])C1C=CC=CC=1.[CH2:43]([NH:45][C:46](=[O:66])[NH:47][C:48]1[N:53]=[CH:52][C:51](B(O)O)=[C:50]([C:57]2[S:58][CH:59]=[C:60]([C:62]([F:65])([F:64])[F:63])[N:61]=2)[CH:49]=1)[CH3:44].C(=O)([O-])[O-].[Na+].[Na+]. (6) The reactants are: [C:1]([O:5][C:6]([NH:8][C:9]1[CH:10]=[CH:11][C:12]([C:15]2[N:19]([C:20]3[CH:25]=[N:24][CH:23]=[CH:22][N:21]=3)[N:18]=[C:17]([C:26]([O:28]CC)=[O:27])[CH:16]=2)=[N:13][CH:14]=1)=[O:7])([CH3:4])([CH3:3])[CH3:2].[OH-].[Na+]. Given the product [C:1]([O:5][C:6]([NH:8][C:9]1[CH:10]=[CH:11][C:12]([C:15]2[N:19]([C:20]3[CH:25]=[N:24][CH:23]=[CH:22][N:21]=3)[N:18]=[C:17]([C:26]([OH:28])=[O:27])[CH:16]=2)=[N:13][CH:14]=1)=[O:7])([CH3:4])([CH3:2])[CH3:3], predict the reactants needed to synthesize it.